From a dataset of Retrosynthesis with 50K atom-mapped reactions and 10 reaction types from USPTO. Predict the reactants needed to synthesize the given product. (1) Given the product CCCCCCCCC(O)/C=C/C=C/c1ccccc1CCCCCO, predict the reactants needed to synthesize it. The reactants are: CCCCCCCCC(/C=C/C=C/c1ccccc1CCCCCO)OC(C)=O. (2) Given the product Nc1ncnn2c(-c3ccc(CNC4CCCC4)cc3)cc(-c3ccc4cn(Cc5ccccc5)nc4c3)c12, predict the reactants needed to synthesize it. The reactants are: NCc1ccc(-c2cc(-c3ccc4cn(Cc5ccccc5)nc4c3)c3c(N)ncnn23)cc1.O=C1CCCC1.